From a dataset of Full USPTO retrosynthesis dataset with 1.9M reactions from patents (1976-2016). Predict the reactants needed to synthesize the given product. (1) Given the product [Cl:1][C:2]1[CH:7]=[CH:6][C:5]([NH:8][C:12]2[O:20][C:21]3[C:22](=[O:32])[C:23]4[C:28]([C:29](=[O:31])[C:30]=3[CH:13]=2)=[CH:27][CH:26]=[CH:25][CH:24]=4)=[CH:4][CH:3]=1, predict the reactants needed to synthesize it. The reactants are: [Cl:1][C:2]1[CH:7]=[CH:6][C:5]([NH2:8])=[CH:4][CH:3]=1.[OH-].[K+].Cl[C:12]1C=CC([N+]#[C-])=C[CH:13]=1.[OH:20][C:21]1[C:22](=[O:32])[C:23]2[C:28]([C:29](=[O:31])[CH:30]=1)=[CH:27][CH:26]=[CH:25][CH:24]=2.C=O. (2) Given the product [Cl:1][C:2]1[CH:3]=[C:4]([CH:20]=[CH:21][CH:22]=1)[CH2:5][NH:6][C:7]([C:8]1[CH:13]=[CH:12][C:11]2[C:10]([CH:9]=1)=[N:16][N:31]([CH2:30][CH:29]([C:24]1[CH:25]=[CH:26][CH:27]=[CH:28][N:23]=1)[CH2:32][C:33]1[CH:38]=[CH:37][CH:46]=[CH:47][N:39]=1)[CH:14]=2)=[O:19], predict the reactants needed to synthesize it. The reactants are: [Cl:1][C:2]1[CH:3]=[C:4]([CH:20]=[CH:21][CH:22]=1)[CH2:5][NH:6][C:7](=[O:19])[C:8]1[CH:13]=[CH:12][C:11]([CH:14]=O)=[C:10]([N+:16]([O-])=O)[CH:9]=1.[N:23]1[CH:28]=[CH:27][CH:26]=[CH:25][C:24]=1[CH:29]([CH2:32][CH:33]1[CH2:38][CH2:37]OCC1)[CH2:30][NH2:31].[NH:39]1[C:47]2C(=CC=C[CH:46]=2)C=N1. (3) Given the product [Cl:18][C:19]1[CH:20]=[C:21]([CH:29]=[CH:30][CH:31]=1)[O:22][CH2:23][C@@H:24]1[CH2:28][CH2:27][CH2:26][N:25]1[C:32]([C:2]1[CH:7]=[CH:6][C:5]([S:8]([NH:11][C:12]2[S:13][CH:14]=[CH:15][N:16]=2)(=[O:10])=[O:9])=[CH:4][CH:3]=1)=[O:33], predict the reactants needed to synthesize it. The reactants are: I[C:2]1[CH:7]=[CH:6][C:5]([S:8]([NH:11][C:12]2[S:13][CH:14]=[CH:15][N:16]=2)(=[O:10])=[O:9])=[CH:4][CH:3]=1.Cl.[Cl:18][C:19]1[CH:20]=[C:21]([CH:29]=[CH:30][CH:31]=1)[O:22][CH2:23][C@@H:24]1[CH2:28][CH2:27][CH2:26][NH:25]1.[C:32](=O)([O-])[O-:33].[Na+].[Na+].O. (4) Given the product [Br:1][C:2]1[CH:3]=[C:4]([N:8]2[C:9](=[O:14])[C@H:10]3[C@@H:18]([Si:19]([CH3:22])([CH3:21])[CH3:20])[S:17][CH2:16][C@H:11]3[C:12]2=[O:13])[CH:5]=[CH:6][CH:7]=1, predict the reactants needed to synthesize it. The reactants are: [Br:1][C:2]1[CH:3]=[C:4]([N:8]2[C:12](=[O:13])[CH:11]=[CH:10][C:9]2=[O:14])[CH:5]=[CH:6][CH:7]=1.Br[CH:16]([Si](C)(C)C)[S:17][CH2:18][Si:19]([CH3:22])([CH3:21])[CH3:20].